Dataset: Forward reaction prediction with 1.9M reactions from USPTO patents (1976-2016). Task: Predict the product of the given reaction. The product is: [CH:28]([C:2]1[C:12]2[N:11]3[CH2:13][CH2:14][CH2:15][C@@H:16]([NH:17][C:18](=[O:23])[C:19]([F:22])([F:21])[F:20])[C@H:10]3[C:9]3[CH:24]=[CH:25][CH:26]=[CH:27][C:8]=3[O:7][C:6]=2[CH:5]=[CH:4][CH:3]=1)=[CH2:29]. Given the reactants Br[C:2]1[C:12]2[N:11]3[CH2:13][CH2:14][CH2:15][C@@H:16]([NH:17][C:18](=[O:23])[C:19]([F:22])([F:21])[F:20])[C@H:10]3[C:9]3[CH:24]=[CH:25][CH:26]=[CH:27][C:8]=3[O:7][C:6]=2[CH:5]=[CH:4][CH:3]=1.[CH:28]([Sn](CCCC)(CCCC)CCCC)=[CH2:29].O, predict the reaction product.